The task is: Regression/Classification. Given a drug SMILES string, predict its absorption, distribution, metabolism, or excretion properties. Task type varies by dataset: regression for continuous measurements (e.g., permeability, clearance, half-life) or binary classification for categorical outcomes (e.g., BBB penetration, CYP inhibition). Dataset: cyp3a4_veith.. This data is from CYP3A4 inhibition data for predicting drug metabolism from PubChem BioAssay. (1) The drug is CN(Cc1cnc2nc(N)nc(N)c2n1)c1ccc(C(=O)N[C@@H](CCC(=O)O)C(=O)O)cc1. The result is 0 (non-inhibitor). (2) The drug is CC1CCCCN1c1nc(-c2ccncc2)nc2ccccc12. The result is 1 (inhibitor). (3) The drug is O=C(c1cc(C(F)(F)F)cc(C(F)(F)F)c1)N1CCC[C@@]2(CCN(Cc3nccs3)C2)C1. The result is 1 (inhibitor). (4) The drug is O=c1c(-c2cc(F)cc(F)c2)nc2cnc(N3CCNCC3)nc2n1Cc1cccs1. The result is 1 (inhibitor). (5) The result is 1 (inhibitor). The compound is CCOc1ccc(-n2ccnc2SCC(=O)Nc2nnc(C)s2)cc1. (6) The compound is COc1ccc(/C=C2\CCCC3C2=NN(C(=O)c2ccco2)C3c2ccc(OC)c(OC)c2)cc1OC. The result is 1 (inhibitor).